This data is from Reaction yield outcomes from USPTO patents with 853,638 reactions. The task is: Predict the reaction yield, written as a fraction of the theoretical maximum amount of product (1.0 means a 100% yield; for example, 0.34 means a 34% yield). (1) The reactants are [CH:1]1([C:7]#[C:8][C:9]2[CH:16]=[CH:15][C:12](C#N)=[CH:11][N:10]=2)[CH2:6][CH2:5][CH2:4][CH2:3][CH2:2]1.CC1C=C2N=C3C(=NC(NC3=O)=O)[N:25](C[C@H](O)[C@H](O)[C@H](O)CO)[C:21]2=CC=1C.[C:52](O[C:52]([O:54][C:55]([CH3:58])([CH3:57])[CH3:56])=[O:53])([O:54][C:55]([CH3:58])([CH3:57])[CH3:56])=[O:53].[H][H]. The catalyst is [Pd].CO.O. The product is [C:55]([O:54][C:52]([C:12]1[C:11]([CH2:21][NH2:25])=[N:10][C:9]([CH2:8][CH2:7][CH:1]2[CH2:2][CH2:3][CH2:4][CH2:5][CH2:6]2)=[CH:16][CH:15]=1)=[O:53])([CH3:56])([CH3:57])[CH3:58]. The yield is 0.400. (2) The reactants are [CH3:1][O:2][C:3](=[O:21])[CH2:4][CH:5]([NH2:20])[C:6]1[CH:11]=[CH:10][C:9]([O:12][CH:13]([F:15])[F:14])=[C:8]([O:16][CH:17]([F:19])[F:18])[CH:7]=1.C(N(CC)CC)C.C[O:30][C:31](=O)[C:32]1[C:37]([NH:38][C:39]([CH:41]2[CH2:43][CH2:42]2)=[O:40])=[CH:36][CH:35]=[C:34]([Cl:44])[C:33]=1[CH2:45]Br. The catalyst is CN(C=O)C. The product is [CH3:1][O:2][C:3](=[O:21])[CH2:4][CH:5]([C:6]1[CH:11]=[CH:10][C:9]([O:12][CH:13]([F:15])[F:14])=[C:8]([O:16][CH:17]([F:18])[F:19])[CH:7]=1)[N:20]1[CH2:45][C:33]2[C:32](=[C:37]([NH:38][C:39]([CH:41]3[CH2:43][CH2:42]3)=[O:40])[CH:36]=[CH:35][C:34]=2[Cl:44])[C:31]1=[O:30]. The yield is 0.170. (3) The reactants are [O:1]1[CH2:5][CH2:4][O:3][CH:2]1[C:6]1[CH:13]=[CH:12][C:9]([CH:10]=O)=[CH:8][CH:7]=1.[NH2:14][C:15]1[CH:20]=[CH:19][CH:18]=[CH:17][CH:16]=1.C(O)(=O)C.C(O[BH-](OC(=O)C)OC(=O)C)(=O)C.[Na+]. The catalyst is O1CCCC1. The product is [O:1]1[CH2:5][CH2:4][O:3][CH:2]1[C:6]1[CH:13]=[CH:12][C:9]([CH2:10][NH:14][C:15]2[CH:20]=[CH:19][CH:18]=[CH:17][CH:16]=2)=[CH:8][CH:7]=1. The yield is 0.460. (4) The reactants are [Br:1][C:2]1[CH:7]=[C:6]([NH:8][C:9](=[O:19])[C:10]2[C:15]([Cl:16])=[CH:14][C:13](I)=[CH:12][C:11]=2[Cl:18])[CH:5]=[CH:4][N:3]=1.[CH3:20][C:21]1(C)C(C)(C)OB(C=C)O1.C([O-])([O-])=O.[Na+].[Na+].N#N. The catalyst is C1COCC1.O. The product is [Br:1][C:2]1[CH:7]=[C:6]([NH:8][C:9](=[O:19])[C:10]2[C:15]([Cl:16])=[CH:14][C:13]([CH:20]=[CH2:21])=[CH:12][C:11]=2[Cl:18])[CH:5]=[CH:4][N:3]=1. The yield is 0.920. (5) The reactants are Br[C:2]1[N:27]=[C:5]2[CH:6]=[C:7]([NH:10][C:11]([C:13]3[N:17]([CH3:18])[N:16]=[CH:15][C:14]=3[C:19]([N:21]3[CH2:26][CH2:25][O:24][CH2:23][CH2:22]3)=[O:20])=[O:12])[CH:8]=[CH:9][N:4]2[N:3]=1.[NH:28]1[CH2:32][CH2:31][CH2:30][C:29]1=[O:33].C(=O)([O-])[O-].[Cs+].[Cs+]. The catalyst is O1CCOCC1.C1C=CC(/C=C/C(/C=C/C2C=CC=CC=2)=O)=CC=1.C1C=CC(/C=C/C(/C=C/C2C=CC=CC=2)=O)=CC=1.C1C=CC(/C=C/C(/C=C/C2C=CC=CC=2)=O)=CC=1.[Pd].[Pd].C1(P(C2C=CC=CC=2)C2C3OC4C(=CC=CC=4P(C4C=CC=CC=4)C4C=CC=CC=4)C(C)(C)C=3C=CC=2)C=CC=CC=1. The product is [O:33]=[C:29]1[CH2:30][CH2:31][CH2:32][N:28]1[C:2]1[N:27]=[C:5]2[CH:6]=[C:7]([NH:10][C:11]([C:13]3[N:17]([CH3:18])[N:16]=[CH:15][C:14]=3[C:19]([N:21]3[CH2:26][CH2:25][O:24][CH2:23][CH2:22]3)=[O:20])=[O:12])[CH:8]=[CH:9][N:4]2[N:3]=1. The yield is 0.570. (6) The reactants are C[O:2][C:3](=[O:47])[C:4]1[CH:9]=[CH:8][C:7]([CH2:10][NH:11][C:12]([C:14]2[N:15]([CH:44]([CH3:46])[CH3:45])[C:16]([CH2:33][CH2:34][C@@H:35]([OH:43])[CH2:36][C@@H:37]([OH:42])[CH2:38][C:39]([OH:41])=[O:40])=[C:17]([C:26]3[CH:31]=[CH:30][C:29]([F:32])=[CH:28][CH:27]=3)[C:18]=2[C:19]2[CH:24]=[CH:23][C:22]([F:25])=[CH:21][CH:20]=2)=[O:13])=[CH:6][CH:5]=1.[OH-].[Na+].Cl. The catalyst is CO. The product is [C:39]([CH2:38][C@H:37]([OH:42])[CH2:36][C@H:35]([OH:43])[CH2:34][CH2:33][C:16]1[N:15]([CH:44]([CH3:45])[CH3:46])[C:14]([C:12]([NH:11][CH2:10][C:7]2[CH:8]=[CH:9][C:4]([C:3]([OH:47])=[O:2])=[CH:5][CH:6]=2)=[O:13])=[C:18]([C:19]2[CH:20]=[CH:21][C:22]([F:25])=[CH:23][CH:24]=2)[C:17]=1[C:26]1[CH:27]=[CH:28][C:29]([F:32])=[CH:30][CH:31]=1)([OH:41])=[O:40]. The yield is 0.990. (7) The reactants are [CH:1]([C:4]1[N:9]=[C:8]([C:10]2[CH:19]=[C:18]([O:20][CH:21]3[CH2:38][CH:37]4[CH:23]([C:24](=[O:44])[N:25]([CH3:43])[CH2:26][CH2:27][CH2:28][CH2:29][CH:30]=[CH:31][CH:32]5[C:34]([C:40](O)=[O:41])([NH:35][C:36]4=[O:39])[CH2:33]5)[CH2:22]3)[C:17]3[C:12](=[C:13]([CH3:47])[C:14]([O:45][CH3:46])=[CH:15][CH:16]=3)[N:11]=2)[CH:7]=[CH:6][CH:5]=1)([CH3:3])[CH3:2].C(Cl)CCl.[CH:52]1([S:55]([NH2:58])(=[O:57])=[O:56])[CH2:54][CH2:53]1.C1CCN2C(=NCCC2)CC1. The catalyst is CN(C1C=CN=CC=1)C.CN(C=O)C.C(O)(=O)C. The product is [CH:1]([C:4]1[N:9]=[C:8]([C:10]2[CH:19]=[C:18]([O:20][CH:21]3[CH2:38][CH:37]4[CH:23]([C:24](=[O:44])[N:25]([CH3:43])[CH2:26][CH2:27][CH2:28][CH2:29][CH:30]=[CH:31][CH:32]5[C:34]([C:40]([NH:58][S:55]([CH:52]6[CH2:54][CH2:53]6)(=[O:57])=[O:56])=[O:41])([NH:35][C:36]4=[O:39])[CH2:33]5)[CH2:22]3)[C:17]3[C:12](=[C:13]([CH3:47])[C:14]([O:45][CH3:46])=[CH:15][CH:16]=3)[N:11]=2)[CH:7]=[CH:6][CH:5]=1)([CH3:2])[CH3:3]. The yield is 0.390.